This data is from Forward reaction prediction with 1.9M reactions from USPTO patents (1976-2016). The task is: Predict the product of the given reaction. (1) The product is: [CH:27]([C:29]1[C:30]2[N:31]([CH:36]=[C:37]([CH2:39][C@@H:40]3[CH2:45][CH2:44][CH2:43][CH2:42][N:41]3[C:7]([C:5]3[N:6]=[C:2]([CH3:1])[S:3][C:4]=3[C:10]3[CH:15]=[CH:14][CH:13]=[CH:12][CH:11]=3)=[O:9])[N:38]=2)[CH:32]=[C:33]([F:35])[CH:34]=1)=[CH2:28]. Given the reactants [CH3:1][C:2]1[S:3][C:4]([C:10]2[CH:15]=[CH:14][CH:13]=[CH:12][CH:11]=2)=[C:5]([C:7]([OH:9])=O)[N:6]=1.C(Cl)(=O)C(Cl)=O.CN(C=O)C.[CH:27]([C:29]1[C:30]2[N:31]([CH:36]=[C:37]([CH2:39][C@@H:40]3[CH2:45][CH2:44][CH2:43][CH2:42][NH:41]3)[N:38]=2)[CH:32]=[C:33]([F:35])[CH:34]=1)=[CH2:28], predict the reaction product. (2) Given the reactants [C:1]([C:5]1[CH:10]=[CH:9][C:8]([S:11]([N:14]2[C:20]3[CH:21]=[C:22]([C:25]([OH:27])=O)[CH:23]=[CH:24][C:19]=3[NH:18][C:17]3[N:28]=[C:29]([C:32]([F:35])([F:34])[F:33])[CH:30]=[CH:31][C:16]=3[CH2:15]2)(=[O:13])=[O:12])=[CH:7][CH:6]=1)([CH3:4])([CH3:3])[CH3:2].[C:36](=[N:39]O)([NH2:38])[CH3:37].CCN(C(C)C)C(C)C.C1C=CC2N(O)N=NC=2C=1.CC(C)N=C=NC(C)C, predict the reaction product. The product is: [C:1]([C:5]1[CH:10]=[CH:9][C:8]([S:11]([N:14]2[C:20]3[CH:21]=[C:22]([C:25]4[O:27][N:39]=[C:36]([CH3:37])[N:38]=4)[CH:23]=[CH:24][C:19]=3[NH:18][C:17]3[N:28]=[C:29]([C:32]([F:34])([F:33])[F:35])[CH:30]=[CH:31][C:16]=3[CH2:15]2)(=[O:12])=[O:13])=[CH:7][CH:6]=1)([CH3:4])([CH3:2])[CH3:3]. (3) Given the reactants [C:1]([C:3]1[CH:4]=[C:5]([C:13]2[O:17][N:16]=[C:15]([C:18]3[CH:35]=[CH:34][C:21]4[CH2:22][CH2:23][N:24](C(OC(C)(C)C)=O)[CH2:25][CH2:26][C:20]=4[CH:19]=3)[N:14]=2)[CH:6]=[N:7][C:8]=1[NH:9][CH2:10][CH2:11][CH3:12])#[N:2].FC(F)(F)C(O)=O, predict the reaction product. The product is: [CH2:10]([NH:9][C:8]1[C:3]([C:1]#[N:2])=[CH:4][C:5]([C:13]2[O:17][N:16]=[C:15]([C:18]3[CH:35]=[CH:34][C:21]4[CH2:22][CH2:23][NH:24][CH2:25][CH2:26][C:20]=4[CH:19]=3)[N:14]=2)=[CH:6][N:7]=1)[CH2:11][CH3:12].